From a dataset of Catalyst prediction with 721,799 reactions and 888 catalyst types from USPTO. Predict which catalyst facilitates the given reaction. (1) Reactant: N#N.[NH:3]1[C:7]2[CH:8]=[CH:9][CH:10]=[CH:11][C:6]=2[N:5]=[C:4]1[C@H:12]([NH:22][C:23](=[O:40])[NH:24][CH2:25][CH2:26][N:27]1[CH2:32][CH2:31][N:30](C(OC(C)(C)C)=O)[CH2:29][CH2:28]1)[CH2:13][C:14]1[CH:19]=[CH:18][C:17]([O:20][CH3:21])=[CH:16][CH:15]=1.FC(F)(F)S(O[Si](C(C)(C)C)(C)C)(=O)=O. Product: [NH:3]1[C:7]2[CH:8]=[CH:9][CH:10]=[CH:11][C:6]=2[N:5]=[C:4]1[C@H:12]([NH:22][C:23]([NH:24][CH2:25][CH2:26][N:27]1[CH2:32][CH2:31][NH:30][CH2:29][CH2:28]1)=[O:40])[CH2:13][C:14]1[CH:19]=[CH:18][C:17]([O:20][CH3:21])=[CH:16][CH:15]=1. The catalyst class is: 2. (2) Reactant: Br[CH2:2][CH:3]1[CH2:8][CH2:7][N:6]([C:9]([O:11][CH2:12][C:13]2[CH:18]=[CH:17][CH:16]=[CH:15][CH:14]=2)=[O:10])[CH2:5][CH2:4]1.[H-].[Na+].[CH3:21][C:22](=[O:27])[CH2:23][C:24](=[O:26])[CH3:25]. Product: [C:24]([CH:23]([C:22](=[O:27])[CH3:21])[CH2:2][CH:3]1[CH2:8][CH2:7][N:6]([C:9]([O:11][CH2:12][C:13]2[CH:18]=[CH:17][CH:16]=[CH:15][CH:14]=2)=[O:10])[CH2:5][CH2:4]1)(=[O:26])[CH3:25]. The catalyst class is: 3. (3) Reactant: [NH2:1][C:2]1[N:3]([CH3:24])[C:4](=[O:23])[C:5]2([C:15]3[C:10](=[CH:11][CH:12]=[C:13](Br)[CH:14]=3)[O:9][CH:8]([C:17]3[CH:22]=[CH:21][CH:20]=[CH:19][CH:18]=3)[CH2:7]2)[N:6]=1.[CH3:25][O:26][CH2:27][C:28]1[CH:33]=[CH:32][C:31](B(O)O)=[CH:30][CH:29]=1. Product: [NH2:1][C:2]1[N:3]([CH3:24])[C:4](=[O:23])[C:5]2([C:15]3[C:10](=[CH:11][CH:12]=[C:13]([C:31]4[CH:32]=[CH:33][C:28]([CH2:27][O:26][CH3:25])=[CH:29][CH:30]=4)[CH:14]=3)[O:9][CH:8]([C:17]3[CH:22]=[CH:21][CH:20]=[CH:19][CH:18]=3)[CH2:7]2)[N:6]=1. The catalyst class is: 806. (4) Reactant: [CH2:1]([C:3]1[CH:8]=[CH:7][N:6]=[C:5]([NH:9][C:10]([NH:12][C:13]2[CH:18]=[CH:17][C:16]([C:19]3[O:23][CH:22]=[N:21][CH:20]=3)=[CH:15][CH:14]=2)=[S:11])[CH:4]=1)[CH3:2].[Br-].[Br-].[Br-].C([N+](C)(C)C)C1C=CC=CC=1.C([N+](C)(C)C)C1C=CC=CC=1.C([N+](C)(C)C)C1C=CC=CC=1.[OH-].[K+]. Product: [CH2:1]([C:3]1[CH:8]=[CH:7][N:6]=[C:5]([NH:9][C:10]2[S:11][C:18]3[CH:17]=[C:16]([C:19]4[O:23][CH:22]=[N:21][CH:20]=4)[CH:15]=[CH:14][C:13]=3[N:12]=2)[CH:4]=1)[CH3:2]. The catalyst class is: 86. (5) Reactant: [C:1]([O:5][C:6]([NH:8][C:9]1[C:10]2[C:11]3[C:12](=[N:22][N:23]([CH2:25][C:26]4[C:31]([CH3:32])=[C:30]([O:33][CH3:34])[C:29]([CH3:35])=[CH:28][N:27]=4)[N:24]=2)[CH:13]=[C:14]([C:19](O)=[O:20])[C:15]=3[CH2:16][S:17][N:18]=1)=[O:7])([CH3:4])([CH3:3])[CH3:2].CN1CCOCC1.ClC(OCC)=O.[BH4-].[Na+].C(O)(=O)CC(CC(O)=O)(C(O)=O)O. Product: [OH:20][CH2:19][C:14]1[C:15]2[CH2:16][S:17][N:18]=[C:9]([NH:8][C:6](=[O:7])[O:5][C:1]([CH3:4])([CH3:3])[CH3:2])[C:10]3=[N:24][N:23]([CH2:25][C:26]4[C:31]([CH3:32])=[C:30]([O:33][CH3:34])[C:29]([CH3:35])=[CH:28][N:27]=4)[N:22]=[C:12]([C:11]=23)[CH:13]=1. The catalyst class is: 83. (6) Product: [Br:1][C:2]1[CH:3]=[CH:4][C:5]([Cl:25])=[C:6]([CH:24]=1)[O:7][C:8]1[CH:13]=[CH:12][C:11]([C:14]2[N:18]=[C:17]([C:19]3[N:20]=[N:21][N:22]([CH2:34][C:35]([O:37][CH2:38][CH3:39])=[O:36])[N:23]=3)[O:16][N:15]=2)=[CH:10][CH:9]=1. Reactant: [Br:1][C:2]1[CH:3]=[CH:4][C:5]([Cl:25])=[C:6]([CH:24]=1)[O:7][C:8]1[CH:13]=[CH:12][C:11]([C:14]2[N:18]=[C:17]([C:19]3[NH:23][N:22]=[N:21][N:20]=3)[O:16][N:15]=2)=[CH:10][CH:9]=1.C(N(CC)CC)C.Br[CH2:34][C:35]([O:37][CH2:38][CH3:39])=[O:36]. The catalyst class is: 1.